Dataset: Reaction yield outcomes from USPTO patents with 853,638 reactions. Task: Predict the reaction yield, written as a fraction of the theoretical maximum amount of product (1.0 means a 100% yield; for example, 0.34 means a 34% yield). (1) The reactants are [C:1](=O)([O-])[O-].[K+].[K+].C(Br)C1C=CC=CC=1.[CH2:15]([O:22][C:23]1[C:24]2[CH2:25][CH2:26][CH2:27][C:28]=2[CH:29]=[CH:30][C:31]=1[CH2:32][CH:33]=[CH2:34])[C:16]1[CH:21]=[CH:20][CH:19]=[CH:18][CH:17]=1. No catalyst specified. The product is [CH2:32]([C:31]1[C:23]([O:22][CH2:15][C:16]2[CH:17]=[CH:18][CH:19]=[CH:20][CH:21]=2)=[C:24]2[C:28](=[C:29]([CH3:1])[CH:30]=1)[CH2:27][CH2:26][CH2:25]2)[CH:33]=[CH2:34]. The yield is 0.450. (2) The reactants are C([O-])([O-])=O.[K+].[K+].[C@@H:7]1([NH2:14])[CH2:12][CH2:11][CH2:10][CH2:9][C@H:8]1[NH2:13].I[C:16]1[CH:17]=[C:18]([CH3:23])[CH:19]=[C:20]([CH3:22])[CH:21]=1. The catalyst is [Cu]I. The product is [CH3:23][C:18]1[CH:17]=[C:16]([NH:13][C@@H:8]2[CH2:9][CH2:10][CH2:11][CH2:12][C@H:7]2[NH2:14])[CH:21]=[C:20]([CH3:22])[CH:19]=1. The yield is 0.410. (3) The reactants are [F:1][C:2]1[CH:3]=[C:4]([C:8]2[N:9]=[C:10]([C:17]3[C:18]([CH3:26])=[N:19][N:20]4[CH:25]=[CH:24][CH:23]=[CH:22][C:21]=34)[S:11][C:12]=2[C:13]([O:15]C)=[O:14])[CH:5]=[CH:6][CH:7]=1.O1CCCC1.[OH-].[Na+].Cl. The catalyst is CO. The product is [F:1][C:2]1[CH:3]=[C:4]([C:8]2[N:9]=[C:10]([C:17]3[C:18]([CH3:26])=[N:19][N:20]4[CH:25]=[CH:24][CH:23]=[CH:22][C:21]=34)[S:11][C:12]=2[C:13]([OH:15])=[O:14])[CH:5]=[CH:6][CH:7]=1. The yield is 0.910. (4) The reactants are [O:1]1[CH2:6][CH2:5][N:4]([C:7]2[CH:12]=[CH:11][C:10]([C:13]3[C:21]4[C:16](=[CH:17][CH:18]=[C:19]([C:22]([OH:24])=O)[CH:20]=4)[NH:15][N:14]=3)=[CH:9][CH:8]=2)[CH2:3][CH2:2]1.[S:25]1[CH:29]=[CH:28][CH:27]=[C:26]1[C@H:30]([NH2:33])[CH2:31][CH3:32].Cl.CN(C(ON1N=NC2C=CC=CC1=2)=[N+](C)C)C.[B-](F)(F)(F)F.CCN(C(C)C)C(C)C. The catalyst is CN(C=O)C. The product is [O:1]1[CH2:6][CH2:5][N:4]([C:7]2[CH:8]=[CH:9][C:10]([C:13]3[C:21]4[C:16](=[CH:17][CH:18]=[C:19]([C:22]([NH:33][C@@H:30]([C:26]5[S:25][CH:29]=[CH:28][CH:27]=5)[CH2:31][CH3:32])=[O:24])[CH:20]=4)[NH:15][N:14]=3)=[CH:11][CH:12]=2)[CH2:3][CH2:2]1. The yield is 0.290. (5) The reactants are C([O:4][C:5]1[CH:10]=[CH:9][C:8]([CH2:11][S:12]([CH2:14][CH2:15][N:16]2[CH:20]=[CH:19][N:18]=[N:17]2)=[O:13])=[CH:7][CH:6]=1)C=C.CN1C(=O)CC(=O)N(C)C1=O. The catalyst is ClCCl.C1C=CC([P]([Pd]([P](C2C=CC=CC=2)(C2C=CC=CC=2)C2C=CC=CC=2)([P](C2C=CC=CC=2)(C2C=CC=CC=2)C2C=CC=CC=2)[P](C2C=CC=CC=2)(C2C=CC=CC=2)C2C=CC=CC=2)(C2C=CC=CC=2)C2C=CC=CC=2)=CC=1. The product is [N:16]1([CH2:15][CH2:14][S:12]([CH2:11][C:8]2[CH:7]=[CH:6][C:5]([OH:4])=[CH:10][CH:9]=2)=[O:13])[CH:20]=[CH:19][N:18]=[N:17]1. The yield is 0.970. (6) The reactants are [Al+3].[Cl-].[Cl-].[Cl-].[Cl:5][C:6]1[CH:13]=[CH:12][C:9]([CH2:10][NH2:11])=[CH:8][CH:7]=1.C([O:16][C:17]([C:19]1[C:28](=[O:29])[C:27]2[C:22](=[CH:23][N:24]=[C:25]([CH2:30][N:31]3[CH2:36][CH2:35][O:34][CH2:33][CH2:32]3)[CH:26]=2)[N:21]([CH3:37])[CH:20]=1)=O)C. The catalyst is C1(C)C=CC=CC=1.C(Cl)Cl. The product is [Cl:5][C:6]1[CH:13]=[CH:12][C:9]([CH2:10][NH:11][C:17]([C:19]2[C:28](=[O:29])[C:27]3[C:22](=[CH:23][N:24]=[C:25]([CH2:30][N:31]4[CH2:36][CH2:35][O:34][CH2:33][CH2:32]4)[CH:26]=3)[N:21]([CH3:37])[CH:20]=2)=[O:16])=[CH:8][CH:7]=1. The yield is 0.670. (7) The reactants are [CH2:1](O)C.[CH3:4][O:5][C:6]1[CH:11]=[CH:10][C:9]([C:12](=[O:14])[CH3:13])=[C:8]([N+:15]([O-])=O)[CH:7]=1. The catalyst is [Fe].C(O)(=O)C. The product is [CH3:1][CH2:13][C:12]([C:9]1[CH:10]=[CH:11][C:6]([O:5][CH3:4])=[CH:7][C:8]=1[NH2:15])=[O:14]. The yield is 0.850. (8) The reactants are [NH2:1][C:2]1[CH:3]=[C:4](B(O)O)[CH:5]=[CH:6][CH:7]=1.Br[C:12]1[CH:13]=[CH:14][C:15]([F:21])=[C:16]([N+:18]([O-:20])=[O:19])[CH:17]=1.C(=O)(O)[O-].[Na+]. The catalyst is C1(C)C=CC=CC=1.[Pd].C1(P(C2C=CC=CC=2)C2C=CC=CC=2)C=CC=CC=1.C1(P(C2C=CC=CC=2)C2C=CC=CC=2)C=CC=CC=1.C1(P(C2C=CC=CC=2)C2C=CC=CC=2)C=CC=CC=1.C1(P(C2C=CC=CC=2)C2C=CC=CC=2)C=CC=CC=1. The product is [F:21][C:15]1[CH:14]=[CH:13][C:12]([C:4]2[CH:5]=[CH:6][CH:7]=[C:2]([NH2:1])[CH:3]=2)=[CH:17][C:16]=1[N+:18]([O-:20])=[O:19]. The yield is 0.920.